This data is from Forward reaction prediction with 1.9M reactions from USPTO patents (1976-2016). The task is: Predict the product of the given reaction. Given the reactants C(=O)([O-])[O-].[K+].[K+].CC1(C)COB([C:14]2[CH:19]=[CH:18][C:17]([N:20]3[CH2:24][C@H:23]([CH2:25][NH:26][C:27](=[O:29])[CH3:28])[O:22][C:21]3=[O:30])=[CH:16][C:15]=2[F:31])OC1.Br[C:34]1[CH:39]=[CH:38][C:37]([CH2:40][CH2:41][C@@:42]([CH3:57])([S:53]([CH3:56])(=[O:55])=[O:54])[C:43]([NH:45][O:46][CH:47]2[CH2:52][CH2:51][CH2:50][CH2:49][O:48]2)=[O:44])=[CH:36][CH:35]=1.O, predict the reaction product. The product is: [C:27]([NH:26][CH2:25][C@H:23]1[O:22][C:21](=[O:30])[N:20]([C:17]2[CH:18]=[CH:19][C:14]([C:34]3[CH:35]=[CH:36][C:37]([CH2:40][CH2:41][C@@:42]([CH3:57])([S:53]([CH3:56])(=[O:54])=[O:55])[C:43]([NH:45][O:46][CH:47]4[CH2:52][CH2:51][CH2:50][CH2:49][O:48]4)=[O:44])=[CH:38][CH:39]=3)=[C:15]([F:31])[CH:16]=2)[CH2:24]1)(=[O:29])[CH3:28].